Dataset: Catalyst prediction with 721,799 reactions and 888 catalyst types from USPTO. Task: Predict which catalyst facilitates the given reaction. (1) Reactant: [NH2:1][C:2]1[C:9]([CH3:10])=[CH:8][C:5]([C:6]#[N:7])=[CH:4][C:3]=1[Cl:11].C(OC(=O)C)(=O)C.C([O-])(=O)C.[K+].[N:24](OCCC(C)C)=O. Product: [Cl:11][C:3]1[CH:4]=[C:5]([C:6]#[N:7])[CH:8]=[C:9]2[C:2]=1[NH:1][N:24]=[CH:10]2. The catalyst class is: 22. (2) Reactant: [C:1]([O:5][C:6]([CH2:8][C:9]([OH:11])=O)=[O:7])([CH3:4])([CH3:3])[CH3:2].C1CN([P+](ON2N=NC3C=CC=CC2=3)(N2CCCC2)N2CCCC2)CC1.F[P-](F)(F)(F)(F)F.CCN(C(C)C)C(C)C.[NH2:54][C:55]1[CH:56]=[C:57]([C:61]2[N:70]=[C:69]([NH:71][C:72]3[CH:73]=[C:74]4[C:78](=[CH:79][CH:80]=3)[N:77]([C:81]([O:83][C:84]([CH3:87])([CH3:86])[CH3:85])=[O:82])[N:76]=[CH:75]4)[C:68]3[C:63](=[CH:64][CH:65]=[CH:66][CH:67]=3)[N:62]=2)[CH:58]=[CH:59][CH:60]=1. Product: [C:1]([O:5][C:6]([CH2:8][C:9]([NH:54][C:55]1[CH:56]=[C:57]([C:61]2[N:70]=[C:69]([NH:71][C:72]3[CH:73]=[C:74]4[C:78](=[CH:79][CH:80]=3)[N:77]([C:81]([O:83][C:84]([CH3:87])([CH3:86])[CH3:85])=[O:82])[N:76]=[CH:75]4)[C:68]3[C:63](=[CH:64][CH:65]=[CH:66][CH:67]=3)[N:62]=2)[CH:58]=[CH:59][CH:60]=1)=[O:11])=[O:7])([CH3:2])([CH3:3])[CH3:4].[N:77]1([C:81]([O-:83])=[O:82])[C:78]2[C:74](=[CH:73][CH:72]=[CH:80][CH:79]=2)[CH:75]=[N:76]1. The catalyst class is: 2. (3) Reactant: [Br:1][C:2]1[CH:3]=[C:4]([CH:15]([CH2:21][CH:22]([CH3:24])[CH3:23])[C:16]([O:18][CH2:19][CH3:20])=[O:17])[CH:5]=[C:6]([S:9](=[O:14])(=[O:13])[N:10]([CH3:12])[CH3:11])[C:7]=1[OH:8].C([O-])([O-])=O.[K+].[K+].[CH:31]1([CH2:34]Br)[CH2:33][CH2:32]1. Product: [Br:1][C:2]1[CH:3]=[C:4]([CH:15]([CH2:21][CH:22]([CH3:23])[CH3:24])[C:16]([O:18][CH2:19][CH3:20])=[O:17])[CH:5]=[C:6]([S:9](=[O:13])(=[O:14])[N:10]([CH3:12])[CH3:11])[C:7]=1[O:8][CH2:34][CH:31]1[CH2:33][CH2:32]1. The catalyst class is: 16. (4) Reactant: [OH-].[Na+].C[O:4][C:5]([C:7]1[NH:8][N:9]=[N:10][C:11]=1[C:12](=[O:29])[NH:13][C:14]1[CH:19]=[CH:18][N:17]2[CH:20]=[C:21]([C:23]3[CH:28]=[CH:27][CH:26]=[CH:25][CH:24]=3)[N:22]=[C:16]2[N:15]=1)=[O:6].Cl. Product: [C:23]1([C:21]2[N:22]=[C:16]3[N:15]=[C:14]([NH:13][C:12]([C:11]4[N:10]=[N:9][NH:8][C:7]=4[C:5]([OH:6])=[O:4])=[O:29])[CH:19]=[CH:18][N:17]3[CH:20]=2)[CH:24]=[CH:25][CH:26]=[CH:27][CH:28]=1. The catalyst class is: 92. (5) Reactant: [C:1]([C:3]1[CH:8]=[CH:7][C:6]([N:9]2[C:13](=[O:14])[C:12]([CH3:16])([CH3:15])[N:11]([C:17]3[CH:22]=[CH:21][C:20]([C:23]4[CH:39]=[CH:38][C:26]([O:27][CH2:28][CH2:29][O:30][CH2:31][CH2:32][O:33][CH2:34][C:35](O)=[O:36])=[CH:25][CH:24]=4)=[CH:19][CH:18]=3)[C:10]2=[S:40])=[CH:5][C:4]=1[C:41]([F:44])([F:43])[F:42])#[N:2].CN(C(ON1N=NC2C=CC=NC1=2)=[N+](C)C)C.F[P-](F)(F)(F)(F)F.CCN(C(C)C)C(C)C.Cl.[NH2:79][C@@H:80]([C:105]([CH3:108])([CH3:107])[CH3:106])[C:81]([N:83]1[CH2:87][C@H:86]([OH:88])[CH2:85][C@H:84]1[C:89]([NH:91][CH2:92][C:93]1[CH:98]=[CH:97][C:96]([C:99]2[S:103][CH:102]=[N:101][C:100]=2[CH3:104])=[CH:95][CH:94]=1)=[O:90])=[O:82]. Product: [C:1]([C:3]1[CH:8]=[CH:7][C:6]([N:9]2[C:13](=[O:14])[C:12]([CH3:16])([CH3:15])[N:11]([C:17]3[CH:22]=[CH:21][C:20]([C:23]4[CH:39]=[CH:38][C:26]([O:27][CH2:28][CH2:29][O:30][CH2:31][CH2:32][O:33][CH2:34][C:35]([NH:79][C@@H:80]([C:105]([CH3:108])([CH3:107])[CH3:106])[C:81]([N:83]5[CH2:87][C@H:86]([OH:88])[CH2:85][C@H:84]5[C:89]([NH:91][CH2:92][C:93]5[CH:98]=[CH:97][C:96]([C:99]6[S:103][CH:102]=[N:101][C:100]=6[CH3:104])=[CH:95][CH:94]=5)=[O:90])=[O:82])=[O:36])=[CH:25][CH:24]=4)=[CH:19][CH:18]=3)[C:10]2=[S:40])=[CH:5][C:4]=1[C:41]([F:43])([F:44])[F:42])#[N:2]. The catalyst class is: 35.